From a dataset of Retrosynthesis with 50K atom-mapped reactions and 10 reaction types from USPTO. Predict the reactants needed to synthesize the given product. (1) Given the product CC[C@H](NC(=O)OCc1ccccc1)C(=O)N1c2ccccc2C[C@H]1C(=O)NCC(F)(F)F, predict the reactants needed to synthesize it. The reactants are: CC[C@H](NC(=O)OCc1ccccc1)C(=O)N1c2ccccc2C[C@H]1C(=O)O.NCC(F)(F)F. (2) The reactants are: COC(=O)c1ccnc([N+](=O)[O-])c1.N. Given the product NC(=O)c1ccnc([N+](=O)[O-])c1, predict the reactants needed to synthesize it. (3) The reactants are: CNc1cccc(C)c1C.O=C(Br)CBr. Given the product Cc1cccc(N(C)C(=O)CBr)c1C, predict the reactants needed to synthesize it. (4) Given the product COCCCn1cc(-c2cnc(-c3cccc(-c4cnn(C)c4)c3)nc2)cn1, predict the reactants needed to synthesize it. The reactants are: COCCCCl.Cn1cc(-c2cccc(-c3ncc(-c4cn[nH]c4)cn3)c2)cn1. (5) Given the product c1ccc(CNc2nccc3[nH]cnc23)cc1, predict the reactants needed to synthesize it. The reactants are: Clc1nccc2[nH]cnc12.NCc1ccccc1.